This data is from Reaction yield outcomes from USPTO patents with 853,638 reactions. The task is: Predict the reaction yield, written as a fraction of the theoretical maximum amount of product (1.0 means a 100% yield; for example, 0.34 means a 34% yield). (1) The reactants are Br[CH2:2][C:3]1[CH:4]=[CH:5][C:6]([C:9]([O:11][CH3:12])=[O:10])=[N:7][CH:8]=1.[CH3:13][N:14]1[CH2:19][CH2:18][NH:17][CH2:16][CH2:15]1.CCN(C(C)C)C(C)C. The catalyst is C(#N)C. The product is [CH3:13][N:14]1[CH2:19][CH2:18][N:17]([CH2:2][C:3]2[CH:4]=[CH:5][C:6]([C:9]([O:11][CH3:12])=[O:10])=[N:7][CH:8]=2)[CH2:16][CH2:15]1. The yield is 0.490. (2) The reactants are [C:1]([O:5][C:6]([CH3:9])([CH3:8])[CH3:7])(=[O:4])[CH:2]=[CH2:3].[CH2:10]([N:17]([CH2:31][C:32]1[CH:37]=[CH:36][CH:35]=[CH:34][CH:33]=1)[C:18]1[CH:23]=[CH:22][C:21]([C@H:24]2[CH2:29][CH2:28][C@H:27]([OH:30])[CH2:26][CH2:25]2)=[CH:20][CH:19]=1)[C:11]1[CH:16]=[CH:15][CH:14]=[CH:13][CH:12]=1.[OH-].[Na+].O. The catalyst is C(Cl)Cl.S([O-])(O)(=O)=O.C([N+](CCCC)(CCCC)CCCC)CCC. The product is [CH2:31]([N:17]([CH2:10][C:11]1[CH:16]=[CH:15][CH:14]=[CH:13][CH:12]=1)[C:18]1[CH:23]=[CH:22][C:21]([C@H:24]2[CH2:25][CH2:26][C@H:27]([O:30][CH2:3][CH2:2][C:1]([O:5][C:6]([CH3:9])([CH3:8])[CH3:7])=[O:4])[CH2:28][CH2:29]2)=[CH:20][CH:19]=1)[C:32]1[CH:33]=[CH:34][CH:35]=[CH:36][CH:37]=1. The yield is 1.00.